Dataset: Experimentally validated miRNA-target interactions with 360,000+ pairs, plus equal number of negative samples. Task: Binary Classification. Given a miRNA mature sequence and a target amino acid sequence, predict their likelihood of interaction. (1) The miRNA is hsa-miR-6762-3p with sequence UGGCUGCUUCCCUUGGUCUCCAG. The protein sequence of the target gene is MWLGTSGKSGLPGHCLENPLQECHPAQLEEWALKGISRPSVISQPEQKEEPWVLPLQNFEARKIPRESHTDCEHQVAKLNQDNSETAEQCGTSSERTNKDLSHTLSWGGNWEQGLELEGQHGTLPGEGQLESFSQERDLNKLLDGYVGEKPMCAECGKSFNQSSYLIRHLRTHTGERPYTCIECGKGFKQSSDLVTHRRTHTGEKPYQCKGCEKKFSDSSTLIKHQRTHTGERPYECPECGKTFGRKPHLIMHQRTHTGEKPYACLECHKSFSRSSNFITHQRTHTGVKPYRCNDCGESF.... Result: 0 (no interaction). (2) The miRNA is mmu-miR-425-5p with sequence AAUGACACGAUCACUCCCGUUGA. The protein sequence of the target gene is MVCGGFACSRNALCALNVVYMLVGFLLIGVAAWGKGLGVVSSIHIIGGVIAVGVFLLLIAVAGLVGAANHHQVLLFFYMIILGLVFIFQFGISCSCLAINRNTQADVINASWSVLSNSTRHELERSFDCCGLFNLTTLRLQDDTSCSAVCKTKSSTCQMCGERFLKHSDKALKILGGVGLFFSFTEILGVWLAMRFRNQKDPRANPSAFL. Result: 1 (interaction).